This data is from Full USPTO retrosynthesis dataset with 1.9M reactions from patents (1976-2016). The task is: Predict the reactants needed to synthesize the given product. (1) The reactants are: C[O:2][C:3](=[O:13])[C:4]1[CH:9]=[CH:8][CH:7]=[C:6]([CH2:10][CH2:11][OH:12])[CH:5]=1.[OH-].[Na+]. Given the product [OH:12][CH2:11][CH2:10][C:6]1[CH:5]=[C:4]([CH:9]=[CH:8][CH:7]=1)[C:3]([OH:13])=[O:2], predict the reactants needed to synthesize it. (2) Given the product [O:1]1[C:6]2[CH:7]=[CH:8][C:9]([S:11][C:12]3[CH:17]=[CH:16][C:15](/[CH:18]=[CH:19]/[C:20]([N:22]4[CH2:27][CH2:26][N:25]([C:28]([O:30][CH3:31])=[O:29])[CH:24]([C:32]([OH:34])=[O:33])[CH2:23]4)=[O:21])=[CH:14][C:13]=3[C:36]([F:37])([F:39])[F:38])=[CH:10][C:5]=2[O:4][CH2:3][CH2:2]1, predict the reactants needed to synthesize it. The reactants are: [O:1]1[C:6]2[CH:7]=[CH:8][C:9]([S:11][C:12]3[CH:17]=[CH:16][C:15](/[CH:18]=[CH:19]/[C:20]([N:22]4[CH2:27][CH2:26][N:25]([C:28]([O:30][CH3:31])=[O:29])[CH:24]([C:32]([O:34]C)=[O:33])[CH2:23]4)=[O:21])=[CH:14][C:13]=3[C:36]([F:39])([F:38])[F:37])=[CH:10][C:5]=2[O:4][CH2:3][CH2:2]1.[OH-].[Na+].CCO. (3) Given the product [OH:38][N:37]=[C:1]([C:3]1[CH:8]=[CH:7][C:6]([C:9]2[CH:10]=[CH:11][C:12]3[N:13]([CH:15]=[C:16]([C:18]4[CH:19]=[CH:20][C:21]([CH3:31])=[C:22]([NH:24][C:25](=[O:30])[C:26]([CH3:29])([CH3:28])[CH3:27])[CH:23]=4)[N:17]=3)[N:14]=2)=[C:5]([C:32]([F:33])([F:35])[F:34])[CH:4]=1)[NH2:2], predict the reactants needed to synthesize it. The reactants are: [C:1]([C:3]1[CH:8]=[CH:7][C:6]([C:9]2[CH:10]=[CH:11][C:12]3[N:13]([CH:15]=[C:16]([C:18]4[CH:19]=[CH:20][C:21]([CH3:31])=[C:22]([NH:24][C:25](=[O:30])[C:26]([CH3:29])([CH3:28])[CH3:27])[CH:23]=4)[N:17]=3)[N:14]=2)=[C:5]([C:32]([F:35])([F:34])[F:33])[CH:4]=1)#[N:2].Cl.[NH2:37][OH:38].CCN(CC)CC. (4) Given the product [CH2:1]([O:8][C:9]1[CH:18]=[CH:17][CH:16]=[C:15]2[C:10]=1[CH2:11][CH2:12][CH2:13][CH:14]2[C:19]([N:31]([CH2:32][C:33]1[CH:34]=[CH:35][C:36]([C:37]([O:39][CH3:40])=[O:38])=[CH:41][CH:42]=1)[C:28]1[CH:27]=[CH:26][C:25]([CH:22]([CH3:24])[CH3:23])=[CH:30][CH:29]=1)=[O:20])[C:2]1[CH:3]=[CH:4][CH:5]=[CH:6][CH:7]=1, predict the reactants needed to synthesize it. The reactants are: [CH2:1]([O:8][C:9]1[CH:18]=[CH:17][CH:16]=[C:15]2[C:10]=1[CH2:11][CH2:12][CH2:13][CH:14]2[C:19](O)=[O:20])[C:2]1[CH:7]=[CH:6][CH:5]=[CH:4][CH:3]=1.[CH:22]([C:25]1[CH:30]=[CH:29][C:28]([NH:31][CH2:32][C:33]2[CH:42]=[CH:41][C:36]([C:37]([O:39][CH3:40])=[O:38])=[CH:35][CH:34]=2)=[CH:27][CH:26]=1)([CH3:24])[CH3:23]. (5) Given the product [Cl:16][C:17]1[CH:18]=[CH:19][C:20]([C:23]2[S:27][C:26]3[C:28](=[O:29])[N:11]([C:10]4[CH:9]=[CH:8][C:7]([S:6][CH2:5][CH2:4][N:3]([CH2:1][CH3:2])[CH2:14][CH3:15])=[CH:13][CH:12]=4)[CH:33]=[N:32][C:25]=3[CH:24]=2)=[CH:21][CH:22]=1, predict the reactants needed to synthesize it. The reactants are: [CH2:1]([N:3]([CH2:14][CH3:15])[CH2:4][CH2:5][S:6][C:7]1[CH:13]=[CH:12][C:10]([NH2:11])=[CH:9][CH:8]=1)[CH3:2].[Cl:16][C:17]1[CH:22]=[CH:21][C:20]([C:23]2[S:27][C:26]([C:28](OC)=[O:29])=[C:25]([N:32]=[CH:33]N(C)C)[CH:24]=2)=[CH:19][CH:18]=1.C1(O)C=CC=CC=1.